From a dataset of NCI-60 drug combinations with 297,098 pairs across 59 cell lines. Regression. Given two drug SMILES strings and cell line genomic features, predict the synergy score measuring deviation from expected non-interaction effect. (1) Drug 1: CC1C(C(CC(O1)OC2CC(CC3=C2C(=C4C(=C3O)C(=O)C5=C(C4=O)C(=CC=C5)OC)O)(C(=O)C)O)N)O.Cl. Drug 2: CCN(CC)CCNC(=O)C1=C(NC(=C1C)C=C2C3=C(C=CC(=C3)F)NC2=O)C. Cell line: SF-268. Synergy scores: CSS=22.7, Synergy_ZIP=2.28, Synergy_Bliss=8.69, Synergy_Loewe=-10.9, Synergy_HSA=3.58. (2) Drug 1: CC1=C(C(=O)C2=C(C1=O)N3CC4C(C3(C2COC(=O)N)OC)N4)N. Drug 2: CNC(=O)C1=NC=CC(=C1)OC2=CC=C(C=C2)NC(=O)NC3=CC(=C(C=C3)Cl)C(F)(F)F. Cell line: NCI-H460. Synergy scores: CSS=44.0, Synergy_ZIP=-20.6, Synergy_Bliss=-32.4, Synergy_Loewe=-31.4, Synergy_HSA=-26.1. (3) Drug 1: C1=CN(C(=O)N=C1N)C2C(C(C(O2)CO)O)O.Cl. Drug 2: C1=CC=C(C=C1)NC(=O)CCCCCCC(=O)NO. Cell line: IGROV1. Synergy scores: CSS=15.3, Synergy_ZIP=-5.14, Synergy_Bliss=2.68, Synergy_Loewe=-0.615, Synergy_HSA=2.53. (4) Drug 1: C1=CN(C=N1)CC(O)(P(=O)(O)O)P(=O)(O)O. Drug 2: C1=NC2=C(N1)C(=S)N=CN2. Cell line: SN12C. Synergy scores: CSS=34.6, Synergy_ZIP=-3.50, Synergy_Bliss=1.93, Synergy_Loewe=-7.67, Synergy_HSA=-1.78. (5) Drug 1: C1=CC(=CC=C1CCCC(=O)O)N(CCCl)CCCl. Drug 2: CCC(=C(C1=CC=CC=C1)C2=CC=C(C=C2)OCCN(C)C)C3=CC=CC=C3.C(C(=O)O)C(CC(=O)O)(C(=O)O)O. Cell line: HCT116. Synergy scores: CSS=43.3, Synergy_ZIP=-0.0781, Synergy_Bliss=-4.54, Synergy_Loewe=-5.41, Synergy_HSA=-4.99. (6) Drug 1: C(=O)(N)NO. Drug 2: CC1CCC2CC(C(=CC=CC=CC(CC(C(=O)C(C(C(=CC(C(=O)CC(OC(=O)C3CCCCN3C(=O)C(=O)C1(O2)O)C(C)CC4CCC(C(C4)OC)O)C)C)O)OC)C)C)C)OC. Cell line: MDA-MB-231. Synergy scores: CSS=2.15, Synergy_ZIP=3.09, Synergy_Bliss=5.09, Synergy_Loewe=0.453, Synergy_HSA=0.0673. (7) Synergy scores: CSS=5.62, Synergy_ZIP=-6.82, Synergy_Bliss=0.701, Synergy_Loewe=-18.4, Synergy_HSA=-0.889. Drug 1: CN(CCCl)CCCl.Cl. Cell line: SN12C. Drug 2: C1=NNC2=C1C(=O)NC=N2.